This data is from Peptide-MHC class II binding affinity with 134,281 pairs from IEDB. The task is: Regression. Given a peptide amino acid sequence and an MHC pseudo amino acid sequence, predict their binding affinity value. This is MHC class II binding data. The peptide sequence is MMPIKSIVTLDQLEDSEY. The MHC is DRB1_0101 with pseudo-sequence DRB1_0101. The binding affinity (normalized) is 0.